The task is: Binary Classification. Given a drug SMILES string, predict its activity (active/inactive) in a high-throughput screening assay against a specified biological target.. This data is from Serine/threonine kinase 33 screen with 319,792 compounds. (1) The drug is S(CC(=O)c1c(n(CCC)c(=O)n(c1=O)C)N)c1nc([nH]n1)c1c(F)cccc1. The result is 0 (inactive). (2) The drug is S(=O)(=O)(N1CCN(CC1)C(=S)Nc1cc(ccc1)C)c1cc(F)ccc1. The result is 0 (inactive). (3) The drug is o1c(Cn2c3c(c(c2C)C(OCC)=O)cc(O)cc3)ccc1. The result is 0 (inactive).